This data is from Full USPTO retrosynthesis dataset with 1.9M reactions from patents (1976-2016). The task is: Predict the reactants needed to synthesize the given product. (1) Given the product [Cl:28][C:25]1[N:24]=[CH:23][C:22]([C@H:9]2[N:10]3[C:11]([S:12][C:13]([C:19]([N:33]4[CH2:34][CH2:35][CH2:36][C@H:32]4[C:31]([N:30]([CH3:38])[CH3:29])=[O:37])=[O:21])=[C:14]3[CH:16]([CH3:18])[CH3:17])=[N:15][C@H:8]2[C:5]2[CH:6]=[N:7][C:2]([Cl:1])=[CH:3][CH:4]=2)=[CH:27][CH:26]=1, predict the reactants needed to synthesize it. The reactants are: [Cl:1][C:2]1[N:7]=[CH:6][C:5]([C@H:8]2[N:15]3[C:11]([S:12][C:13]([C:19]([OH:21])=O)=[C:14]3[CH:16]([CH3:18])[CH3:17])=[N:10][C@H:9]2[C:22]2[CH:23]=[N:24][C:25]([Cl:28])=[CH:26][CH:27]=2)=[CH:4][CH:3]=1.[CH3:29][N:30]([CH3:38])[C:31](=[O:37])[C@@H:32]1[CH2:36][CH2:35][CH2:34][NH:33]1. (2) Given the product [CH3:18][NH:19][CH2:2][CH:3]([C:5]1[S:6][CH:7]=[CH:8][N:9]=1)[OH:4], predict the reactants needed to synthesize it. The reactants are: Cl[CH2:2][C:3]([C:5]1[S:6][CH:7]=[CH:8][N:9]=1)=[O:4].[BH4-].[Na+].Cl.C([O-])(O)=O.[Na+].[CH3:18][NH2:19].[Na+].[I-]. (3) Given the product [CH3:1][O:2][C:3]([C:5]1[C:13]2[C:8](=[N:9][CH:10]=[C:11]([Br:14])[CH:12]=2)[N:7]([S:15]([C:18]2[CH:23]=[CH:22][CH:21]=[CH:20][CH:19]=2)(=[O:17])=[O:16])[C:6]=1[CH2:24][Br:32])=[O:4], predict the reactants needed to synthesize it. The reactants are: [CH3:1][O:2][C:3]([C:5]1[C:13]2[C:8](=[N:9][CH:10]=[C:11]([Br:14])[CH:12]=2)[N:7]([S:15]([C:18]2[CH:23]=[CH:22][CH:21]=[CH:20][CH:19]=2)(=[O:17])=[O:16])[C:6]=1[CH3:24])=[O:4].C1C(=O)N([Br:32])C(=O)C1.